Dataset: Full USPTO retrosynthesis dataset with 1.9M reactions from patents (1976-2016). Task: Predict the reactants needed to synthesize the given product. Given the product [NH2:1][C:2]1[N:7]=[C:6]([NH:8][CH2:9][CH2:10][NH:11][C:12]2[N:17]=[C:16]([C:18]3[CH:23]=[CH:22][C:21]([Cl:24])=[CH:20][C:19]=3[Cl:25])[C:15]([NH:26][C:27](=[S:42])[CH3:28])=[CH:14][N:13]=2)[CH:5]=[CH:4][C:3]=1[N+:30]([O-:32])=[O:31], predict the reactants needed to synthesize it. The reactants are: [NH2:1][C:2]1[N:7]=[C:6]([NH:8][CH2:9][CH2:10][NH:11][C:12]2[N:17]=[C:16]([C:18]3[CH:23]=[CH:22][C:21]([Cl:24])=[CH:20][C:19]=3[Cl:25])[C:15]([NH:26][C:27](=O)[CH3:28])=[CH:14][N:13]=2)[CH:5]=[CH:4][C:3]=1[N+:30]([O-:32])=[O:31].COC1C=CC(P2(SP(C3C=CC(OC)=CC=3)(=S)S2)=[S:42])=CC=1.